From a dataset of Reaction yield outcomes from USPTO patents with 853,638 reactions. Predict the reaction yield, written as a fraction of the theoretical maximum amount of product (1.0 means a 100% yield; for example, 0.34 means a 34% yield). (1) The reactants are [CH3:1][NH:2][C:3]1[CH:12]=[C:11]2[C:6]([CH2:7][CH2:8][CH:9]([CH2:13]O)[O:10]2)=[CH:5][CH:4]=1.N1C=CC=CC=1.[Cl:21][C:22]1[S:26][C:25]([S:27](Cl)(=[O:29])=[O:28])=[CH:24][CH:23]=1.C1(S(Cl)(=O)=O)C=CC=CC=1.[C:41]1([C@H:47]([NH2:49])[CH3:48])[CH:46]=[CH:45][CH:44]=[CH:43][CH:42]=1. The catalyst is ClC(Cl)C.O. The product is [ClH:21].[Cl:21][C:22]1[S:26][C:25]([S:27]([N:2]([CH3:1])[C:3]2[CH:12]=[C:11]3[C:6]([CH2:7][CH2:8][CH:9]([CH2:13][NH:49][C@@H:47]([C:41]4[CH:46]=[CH:45][CH:44]=[CH:43][CH:42]=4)[CH3:48])[O:10]3)=[CH:5][CH:4]=2)(=[O:29])=[O:28])=[CH:24][CH:23]=1. The yield is 0.550. (2) The reactants are [OH:1][C:2]1[CH:11]=[CH:10][C:5]([C:6]([O:8][CH3:9])=[O:7])=[CH:4][C:3]=1[CH:12]=[C:13]([CH3:15])[CH3:14].CCOC(C)=O. The catalyst is [Pd]. The product is [OH:1][C:2]1[CH:11]=[CH:10][C:5]([C:6]([O:8][CH3:9])=[O:7])=[CH:4][C:3]=1[CH2:12][CH:13]([CH3:15])[CH3:14]. The yield is 0.790. (3) The reactants are [CH2:1]([C@H:3]1[C@@H:7]([C:8]2[N:12]3[C:13]4[CH:19]=[CH:18][N:17](S(C5C=CC(C)=CC=5)(=O)=O)[C:14]=4[N:15]=[CH:16][C:11]3=[N:10][N:9]=2)[CH2:6][N:5]([C:30]([NH:32][CH2:33][C:34]([F:37])([F:36])[F:35])=[O:31])[CH2:4]1)[CH3:2].[OH-].[Na+]. The catalyst is O1CCOCC1. The product is [CH2:1]([C@H:3]1[C@@H:7]([C:8]2[N:12]3[C:13]4[CH:19]=[CH:18][NH:17][C:14]=4[N:15]=[CH:16][C:11]3=[N:10][N:9]=2)[CH2:6][N:5]([C:30]([NH:32][CH2:33][C:34]([F:37])([F:36])[F:35])=[O:31])[CH2:4]1)[CH3:2]. The yield is 0.140. (4) The reactants are C(OC(=O)[NH:7][C@H:8]([C:31]1[CH:36]=[CH:35][CH:34]=[C:33]([F:37])[CH:32]=1)[CH2:9][CH:10]([N:12]1[CH2:17][CH2:16][CH:15]([N:18]2[C:22]3[CH2:23][N:24]([C:27](=[O:29])[CH3:28])[CH2:25][CH2:26][C:21]=3[N:20]=[C:19]2[CH3:30])[CH2:14][CH2:13]1)[CH3:11])(C)(C)C.Cl. No catalyst specified. The product is [C:27]([N:24]1[CH2:25][CH2:26][C:21]2[N:20]=[C:19]([CH3:30])[N:18]([CH:15]3[CH2:16][CH2:17][N:12]([CH:10]([CH3:11])[CH2:9][C@@H:8]([C:31]4[CH:36]=[CH:35][CH:34]=[C:33]([F:37])[CH:32]=4)[NH2:7])[CH2:13][CH2:14]3)[C:22]=2[CH2:23]1)(=[O:29])[CH3:28]. The yield is 0.920. (5) The reactants are C(N(CC)CC)C.[CH3:8][N:9]=[C:10]=[O:11].[Cl:12][C:13]1[CH:18]=[C:17]([C:19]([F:22])([F:21])[F:20])[CH:16]=[C:15]([F:23])[C:14]=1[O:24][C:25]1[CH:29]=[C:28]([CH3:30])[NH:27][N:26]=1.Cl. The catalyst is C(OCC)(=O)C. The product is [CH3:8][NH:9][C:10]([N:27]1[C:28]([CH3:30])=[CH:29][C:25]([O:24][C:14]2[C:15]([F:23])=[CH:16][C:17]([C:19]([F:22])([F:20])[F:21])=[CH:18][C:13]=2[Cl:12])=[N:26]1)=[O:11]. The yield is 0.569. (6) The reactants are [F:1][C:2]1([F:15])[O:6][C:5]2[CH:7]=[CH:8][C:9]([C:11]([O:13]C)=[O:12])=[CH:10][C:4]=2[O:3]1.[OH-].[Na+]. The product is [F:15][C:2]1([F:1])[O:6][C:5]2[CH:7]=[CH:8][C:9]([C:11]([OH:13])=[O:12])=[CH:10][C:4]=2[O:3]1. The catalyst is CO. The yield is 0.920.